This data is from Catalyst prediction with 721,799 reactions and 888 catalyst types from USPTO. The task is: Predict which catalyst facilitates the given reaction. Reactant: [OH:1][C:2]1([C:9]2[CH:14]=[CH:13][CH:12]=[C:11]([O:15][CH3:16])[CH:10]=2)[CH2:7][CH2:6][C:5](=O)[CH2:4][CH2:3]1.FC(F)(F)C([O-])=O.[NH4+:24].C(O)(=O)C.C(O[BH-](OC(=O)C)OC(=O)C)(=O)C.[Na+]. Product: [NH2:24][CH:5]1[CH2:6][CH2:7][C:2]([C:9]2[CH:14]=[CH:13][CH:12]=[C:11]([O:15][CH3:16])[CH:10]=2)([OH:1])[CH2:3][CH2:4]1. The catalyst class is: 1.